This data is from Catalyst prediction with 721,799 reactions and 888 catalyst types from USPTO. The task is: Predict which catalyst facilitates the given reaction. (1) The catalyst class is: 120. Product: [CH3:35][O:34][C:31]1[CH:30]=[CH:29][C:28]([NH:27][S:24]([C:19]2[CH:20]=[CH:21][CH:22]=[CH:23][C:18]=2[NH:17][C:6](=[O:8])[C:5]2[CH:4]=[CH:3][C:2]([F:1])=[CH:10][CH:9]=2)(=[O:26])=[O:25])=[CH:33][CH:32]=1. Reactant: [F:1][C:2]1[CH:10]=[CH:9][C:5]([C:6]([OH:8])=O)=[CH:4][CH:3]=1.C(Cl)(=O)C(Cl)=O.[NH2:17][C:18]1[CH:23]=[CH:22][CH:21]=[CH:20][C:19]=1[S:24]([NH:27][C:28]1[CH:33]=[CH:32][C:31]([O:34][CH3:35])=[CH:30][CH:29]=1)(=[O:26])=[O:25].C(N(CC)CC)C. (2) Reactant: [C:1]([O:5][C:6]([NH:8][C@@H:9]1[CH2:13][C@H:12]([C:14]([O:16][CH3:17])=[O:15])[CH:11]=[CH:10]1)=[O:7])([CH3:4])([CH3:3])[CH3:2].[CH2:18]([CH:20]([CH2:24][CH3:25])[CH:21]=[N:22][OH:23])[CH3:19].CCN(CC)CC.[O-]Cl.[Na+]. Product: [C:1]([O:5][C:6]([NH:8][C@H:9]1[C@@H:10]2[C:21]([CH:20]([CH2:24][CH3:25])[CH2:18][CH3:19])=[N:22][O:23][C@@H:11]2[C@@H:12]([C:14]([O:16][CH3:17])=[O:15])[CH2:13]1)=[O:7])([CH3:4])([CH3:3])[CH3:2]. The catalyst class is: 2. (3) Reactant: CN(C)/[CH:3]=[CH:4]/[C:5]1[C:14]2[C:9](=[CH:10][C:11]([O:17][CH3:18])=[C:12]([O:15][CH3:16])[CH:13]=2)[N:8]=[CH:7][C:6]=1[C:19]#[N:20].[ClH:22]. Product: [Cl:22][C:19]1[N:20]=[CH:3][CH:4]=[C:5]2[C:6]=1[CH:7]=[N:8][C:9]1[CH:10]=[C:11]([O:17][CH3:18])[C:12]([O:15][CH3:16])=[CH:13][C:14]2=1. The catalyst class is: 52. (4) Reactant: Cl.[CH:2]1([NH:8][CH2:9][C:10]([OH:12])=[O:11])[CH2:7][CH2:6][CH2:5][CH2:4][CH2:3]1.C(=O)([O-])[O-].[K+].[K+].[CH2:19]([O:23][C:24](Cl)=[O:25])[CH:20]([CH3:22])[CH3:21]. Product: [CH2:19]([O:23][C:24]([N:8]([CH:2]1[CH2:7][CH2:6][CH2:5][CH2:4][CH2:3]1)[CH2:9][C:10]([OH:12])=[O:11])=[O:25])[CH:20]([CH3:22])[CH3:21]. The catalyst class is: 47. (5) Reactant: [CH3:1][O:2][C:3](=[O:23])[C:4]1[CH:9]=[CH:8][C:7]([Cl:10])=[C:6]([NH:11][C:12](=O)[CH2:13][O:14][CH2:15][C:16]2[CH:21]=[CH:20][CH:19]=[CH:18][CH:17]=2)[CH:5]=1.COC1C=CC(P2(SP(C3C=CC(OC)=CC=3)(=S)S2)=[S:33])=CC=1. Product: [CH3:1][O:2][C:3](=[O:23])[C:4]1[CH:9]=[CH:8][C:7]([Cl:10])=[C:6]([NH:11][C:12](=[S:33])[CH2:13][O:14][CH2:15][C:16]2[CH:21]=[CH:20][CH:19]=[CH:18][CH:17]=2)[CH:5]=1. The catalyst class is: 11. (6) Reactant: S(=O)(=O)(O)O.[N+:6]([O-:9])(O)=[O:7].[Cl:10][C:11]1[CH:16]=[CH:15][C:14]([Cl:17])=[CH:13][C:12]=1[O:18][CH3:19]. Product: [Cl:10][C:11]1[CH:16]=[C:15]([N+:6]([O-:9])=[O:7])[C:14]([Cl:17])=[CH:13][C:12]=1[O:18][CH3:19]. The catalyst class is: 6. (7) Reactant: C(=O)([O-])[O-].[K+].[K+].[CH3:7]I.[N+:9]([C:12]1[CH:17]=[CH:16][CH:15]=[CH:14][C:13]=1[S:18]([NH:21][C:22]1[CH:23]=[C:24]([S:28]([OH:31])(=[O:30])=[O:29])[CH:25]=[CH:26][CH:27]=1)(=[O:20])=[O:19])([O-:11])=[O:10]. Product: [CH3:7][N:21]([S:18]([C:13]1[CH:14]=[CH:15][CH:16]=[CH:17][C:12]=1[N+:9]([O-:11])=[O:10])(=[O:20])=[O:19])[C:22]1[CH:23]=[C:24]([S:28]([OH:31])(=[O:30])=[O:29])[CH:25]=[CH:26][CH:27]=1. The catalyst class is: 3. (8) Reactant: N=C=N.[CH:4]([C:7]1[N:8]=[N:9][S:10][C:11]=1[C:12]1[CH:13]=[C:14]([CH:18]=[C:19]([C:21]2[CH:26]=[CH:25][C:24]([CH3:27])=[CH:23][N:22]=2)[CH:20]=1)[C:15](O)=[O:16])([CH3:6])[CH3:5].[CH3:28][C:29]1[N:30]=[CH:31][C:32]([CH2:35][NH2:36])=[N:33][CH:34]=1.CCN=C=NCCCN(C)C.C1C=CC2N(O)N=NC=2C=1. Product: [CH:4]([C:7]1[N:8]=[N:9][S:10][C:11]=1[C:12]1[CH:13]=[C:14]([CH:18]=[C:19]([C:21]2[CH:26]=[CH:25][C:24]([CH3:27])=[CH:23][N:22]=2)[CH:20]=1)[C:15]([NH:36][CH2:35][C:32]1[CH:31]=[N:30][C:29]([CH3:28])=[CH:34][N:33]=1)=[O:16])([CH3:6])[CH3:5]. The catalyst class is: 624. (9) Reactant: [Cl:1][C:2]1[CH:3]=[N+:4]([O-:40])[CH:5]=[C:6]([Cl:39])[C:7]=1[CH2:8][C@@H:9]([C:24]1[CH:29]=[CH:28][C:27]([O:30][CH:31]([F:33])[F:32])=[C:26]([O:34][CH2:35][CH:36]2[CH2:38][CH2:37]2)[CH:25]=1)[O:10][C:11](=[O:23])[C:12]1[CH:17]=[CH:16][C:15]([S:18][CH3:19])=[C:14]([N+:20]([O-])=O)[CH:13]=1.O.O.[Sn](Cl)Cl. Product: [NH2:20][C:14]1[CH:13]=[C:12]([CH:17]=[CH:16][C:15]=1[S:18][CH3:19])[C:11]([O:10][C@H:9]([C:24]1[CH:29]=[CH:28][C:27]([O:30][CH:31]([F:32])[F:33])=[C:26]([O:34][CH2:35][CH:36]2[CH2:37][CH2:38]2)[CH:25]=1)[CH2:8][C:7]1[C:6]([Cl:39])=[CH:5][N+:4]([O-:40])=[CH:3][C:2]=1[Cl:1])=[O:23]. The catalyst class is: 1.